Predict the reaction yield, written as a fraction of the theoretical maximum amount of product (1.0 means a 100% yield; for example, 0.34 means a 34% yield). From a dataset of Reaction yield outcomes from USPTO patents with 853,638 reactions. (1) The reactants are [CH:1]1([S:4]([C:7]2[CH:41]=[CH:40][C:10]([CH2:11][NH:12][C:13]([C:15]3[C:20](=[O:21])[N:19]([C:22]4[CH:27]=[CH:26][CH:25]=[C:24]([C:28]([F:31])([F:30])[F:29])[CH:23]=4)[C:18]([CH3:32])=[C:17]([CH2:33][CH2:34][C:35]([O:37]CC)=[O:36])[CH:16]=3)=[O:14])=[CH:9][CH:8]=2)(=[O:6])=[O:5])[CH2:3][CH2:2]1.CO.C1COCC1.[OH-].[Na+]. The catalyst is O.C(O)(=O)C. The product is [CH:1]1([S:4]([C:7]2[CH:8]=[CH:9][C:10]([CH2:11][NH:12][C:13]([C:15]3[C:20](=[O:21])[N:19]([C:22]4[CH:27]=[CH:26][CH:25]=[C:24]([C:28]([F:29])([F:30])[F:31])[CH:23]=4)[C:18]([CH3:32])=[C:17]([CH2:33][CH2:34][C:35]([OH:37])=[O:36])[CH:16]=3)=[O:14])=[CH:40][CH:41]=2)(=[O:5])=[O:6])[CH2:2][CH2:3]1. The yield is 0.870. (2) The reactants are ON1C2C=CC=CC=2N=N1.[NH:11]1[C:19]2[C:14](=[CH:15][CH:16]=[CH:17][CH:18]=2)[C:13]([CH2:20][CH2:21][CH2:22][CH2:23][CH2:24][NH2:25])=[CH:12]1.CN1CCOCC1.Cl.[CH3:34][N:35]([CH3:52])[C:36]1([C:46]2[CH:51]=[CH:50][CH:49]=[CH:48][CH:47]=2)[CH2:41][CH2:40][C:39](=[CH:42][C:43](O)=[O:44])[CH2:38][CH2:37]1.C1(N=C=NC2CCCCC2)CCCCC1.[OH-].[Na+]. The catalyst is CN(C)C=O.O. The product is [CH3:52][N:35]([CH3:34])[C:36]1([C:46]2[CH:47]=[CH:48][CH:49]=[CH:50][CH:51]=2)[CH2:41][CH2:40][C:39](=[CH:42][C:43]([NH:25][CH2:24][CH2:23][CH2:22][CH2:21][CH2:20][C:13]2[C:14]3[C:19](=[CH:18][CH:17]=[CH:16][CH:15]=3)[NH:11][CH:12]=2)=[O:44])[CH2:38][CH2:37]1. The yield is 0.250.